Predict the reaction yield, written as a fraction of the theoretical maximum amount of product (1.0 means a 100% yield; for example, 0.34 means a 34% yield). From a dataset of Reaction yield outcomes from USPTO patents with 853,638 reactions. (1) The reactants are [Cl:1][C:2]1[CH:11]=[CH:10][C:5]([C:6]([NH:8][CH3:9])=[O:7])=[CH:4][N:3]=1.[C:12]1([CH3:20])[CH:17]=[CH:16][CH:15]=[CH:14][C:13]=1[Mg]Cl.[NH4+].[Cl-].[O-][Mn](=O)(=O)=O.[K+]. The catalyst is C1COCC1. The product is [Cl:1][C:2]1[CH:11]=[C:10]([C:13]2[CH:14]=[CH:15][CH:16]=[CH:17][C:12]=2[CH3:20])[C:5]([C:6]([NH:8][CH3:9])=[O:7])=[CH:4][N:3]=1. The yield is 0.789. (2) The reactants are [Br:1][C:2]1[CH:7]=[CH:6][N:5]=[C:4](F)[CH:3]=1.[O:9]1[CH2:14][CH2:13][CH:12]([NH2:15])[CH2:11][CH2:10]1.C(=O)([O-])[O-].[Cs+].[Cs+]. The catalyst is CS(C)=O.C(OCC)(=O)C. The product is [Br:1][C:2]1[CH:7]=[CH:6][N:5]=[C:4]([NH:15][CH:12]2[CH2:13][CH2:14][O:9][CH2:10][CH2:11]2)[CH:3]=1. The yield is 0.555. (3) The reactants are [F:1][C:2]([F:15])([F:14])[S:3]([O:6]S(C(F)(F)F)(=O)=O)(=[O:5])=[O:4].[Cl:16][C:17]1[CH:22]=[C:21]([C:23]([NH:25][CH2:26][C:27]2[CH:32]=[CH:31][CH:30]=[C:29]([O:33][Si:34]([C:37]([CH3:40])([CH3:39])[CH3:38])([CH3:36])[CH3:35])[CH:28]=2)=[O:24])[CH:20]=[C:19]([Cl:41])[C:18]=1O.C(N(CC)CC)C. The catalyst is ClCCl. The product is [F:1][C:2]([F:15])([F:14])[S:3]([O:6][C:18]1[C:17]([Cl:16])=[CH:22][C:21]([C:23]([NH:25][CH2:26][C:27]2[CH:32]=[CH:31][CH:30]=[C:29]([O:33][Si:34]([C:37]([CH3:39])([CH3:38])[CH3:40])([CH3:35])[CH3:36])[CH:28]=2)=[O:24])=[CH:20][C:19]=1[Cl:41])(=[O:5])=[O:4]. The yield is 0.970.